From a dataset of Forward reaction prediction with 1.9M reactions from USPTO patents (1976-2016). Predict the product of the given reaction. Given the reactants [C:1]([C:4]1[CH:11]=[C:10]([Cl:12])[C:7]([C:8]#[N:9])=[C:6]([N:13]2[CH2:17][CH2:16][CH2:15][CH2:14]2)[C:5]=1[O:18][CH2:19][CH3:20])(=[O:3])[CH3:2].[BH4-].[Na+], predict the reaction product. The product is: [Cl:12][C:10]1[C:7]([C:8]#[N:9])=[C:6]([N:13]2[CH2:14][CH2:15][CH2:16][CH2:17]2)[C:5]([O:18][CH2:19][CH3:20])=[C:4]([CH:1]([OH:3])[CH3:2])[CH:11]=1.